This data is from Full USPTO retrosynthesis dataset with 1.9M reactions from patents (1976-2016). The task is: Predict the reactants needed to synthesize the given product. (1) Given the product [C:1]([NH:21][NH:20][C:18]([C:8]12[CH2:17][CH:12]3[CH2:11][CH:10]([CH2:16][CH:14]([CH2:13]3)[CH2:15]1)[CH2:9]2)=[O:19])(=[O:6])[CH2:2][CH2:3][CH2:4][CH3:5], predict the reactants needed to synthesize it. The reactants are: [C:1](Cl)(=[O:6])[CH2:2][CH2:3][CH2:4][CH3:5].[C:8]12([C:18]([NH:20][NH2:21])=[O:19])[CH2:17][CH:12]3[CH2:13][CH:14]([CH2:16][CH:10]([CH2:11]3)[CH2:9]1)[CH2:15]2.C(N(CC)CC)C.C([O-])(O)=O.[Na+]. (2) Given the product [CH2:12]([O:11][C:9](=[O:10])[CH2:8][C:4]1[CH:3]=[C:2]([CH:7]=[CH:6][CH:5]=1)[O:1][CH2:20][CH2:21][CH2:22][C:23]([O:25][CH2:26][CH3:27])=[O:24])[C:13]1[CH:14]=[CH:15][CH:16]=[CH:17][CH:18]=1, predict the reactants needed to synthesize it. The reactants are: [OH:1][C:2]1[CH:3]=[C:4]([CH2:8][C:9]([O:11][CH2:12][C:13]2[CH:18]=[CH:17][CH:16]=[CH:15][CH:14]=2)=[O:10])[CH:5]=[CH:6][CH:7]=1.Br[CH2:20][CH2:21][CH2:22][C:23]([O:25][CH2:26][CH3:27])=[O:24].C([O-])([O-])=O.[K+].[K+].CN(C=O)C. (3) The reactants are: [O:1]=[C:2]1[CH:7]=[C:6](B2OC(C)(C)C(C)(C)O2)[CH:5]=[CH:4][N:3]1[CH2:17][C:18]([O:20][C:21]([CH3:24])([CH3:23])[CH3:22])=[O:19].Br[C:26]1[CH:32]=[C:31]([CH3:33])[CH:30]=[CH:29][C:27]=1[NH2:28].[F-].[Cs+]. Given the product [NH2:28][C:27]1[CH:29]=[CH:30][C:31]([CH3:33])=[CH:32][C:26]=1[C:6]1[CH:5]=[CH:4][N:3]([CH2:17][C:18]([O:20][C:21]([CH3:22])([CH3:23])[CH3:24])=[O:19])[C:2](=[O:1])[CH:7]=1, predict the reactants needed to synthesize it. (4) Given the product [CH3:59][O:60][C:61](=[O:85])[CH:62]=[CH:63][C@H:64]([NH:84][C:13](=[O:15])[CH2:12][CH2:11][CH2:10][CH2:9][CH2:8][CH2:7][C:1]1[CH:2]=[CH:3][CH:4]=[CH:5][CH:6]=1)[CH2:65][C:66]1[C:74]2[C:69](=[CH:70][CH:71]=[CH:72][CH:73]=2)[N:68]([CH2:75][CH:76]=[CH:77][C:78]2[CH:83]=[CH:82][CH:81]=[CH:80][CH:79]=2)[CH:67]=1, predict the reactants needed to synthesize it. The reactants are: [C:1]1([CH2:7][CH2:8][CH2:9][CH2:10][CH2:11][CH2:12][C:13]([OH:15])=O)[CH:6]=[CH:5][CH:4]=[CH:3][CH:2]=1.F[P-](F)(F)(F)(F)F.N1(O[P+](N(C)C)(N(C)C)N(C)C)C2C=CC=CC=2N=N1.CCN(C(C)C)C(C)C.FC(F)(F)C(O)=O.[CH3:59][O:60][C:61](=[O:85])[CH:62]=[CH:63][CH:64]([NH2:84])[CH2:65][C:66]1[C:74]2[C:69](=[CH:70][CH:71]=[CH:72][CH:73]=2)[N:68]([CH2:75][CH:76]=[CH:77][C:78]2[CH:83]=[CH:82][CH:81]=[CH:80][CH:79]=2)[CH:67]=1. (5) Given the product [CH:23]1([CH2:22][N:19]2[CH2:20][CH2:21][C@:5]34[C:6]5[C:7]6[O:34][C@H:4]3[C:3](=[O:2])[CH2:16][CH2:15][C@@:14]4([O:17][CH3:18])[C@H:13]2[CH2:12][C:11]=5[CH:10]=[CH:9][C:8]=6[O:26][CH2:27][C:28]2[CH:29]=[CH:30][CH:31]=[CH:32][CH:33]=2)[CH2:25][CH2:24]1, predict the reactants needed to synthesize it. The reactants are: C[O:2][C:3]1(OC)[CH2:16][CH2:15][C@:14]2([O:17][CH3:18])[C@:5]34[CH2:21][CH2:20][N:19]([CH2:22][CH:23]5[CH2:25][CH2:24]5)[C@@H:13]2[CH2:12][C:11]2[CH:10]=[CH:9][C:8]([O:26][CH2:27][C:28]5[CH:33]=[CH:32][CH:31]=[CH:30][CH:29]=5)=[C:7]([O:34][C@@H:4]13)[C:6]4=2.Cl.C([O-])([O-])=O.[Na+].[Na+]. (6) Given the product [NH2:11][C:12]1[CH:20]=[CH:19][C:18]([C:21]([C:23]2[N:27]3[CH:28]=[CH:29][CH:30]=[CH:31][C:26]3=[C:25]([C:32]3[CH:33]=[CH:34][C:35]([O:38][CH3:39])=[CH:36][CH:37]=3)[N:24]=2)=[O:22])=[CH:17][C:13]=1[C:14]([OH:16])=[O:15], predict the reactants needed to synthesize it. The reactants are: [OH-].[Na+].C([NH:11][C:12]1[CH:20]=[CH:19][C:18]([C:21]([C:23]2[N:27]3[CH:28]=[CH:29][CH:30]=[CH:31][C:26]3=[C:25]([C:32]3[CH:37]=[CH:36][C:35]([O:38][CH3:39])=[CH:34][CH:33]=3)[N:24]=2)=[O:22])=[CH:17][C:13]=1[C:14]([OH:16])=[O:15])(=O)C1C=CC=CC=1.S([O-])(O)(=O)=O.[K+]. (7) Given the product [Cl:1][C:2]1[CH:7]=[CH:6][CH:5]=[C:4]([Cl:8])[C:3]=1[CH:9]1[C:10]([C:33]([O:35][CH3:36])=[O:34])=[C:11]([CH2:24][CH2:25][C:26]2[CH:31]=[CH:30][CH:29]=[CH:28][C:27]=2[O:32][CH2:43][CH2:42][N:41]2[CH2:46][CH2:45][CH2:44][C:39]2=[O:40])[NH:12][C:13]([CH2:19][C:20]([O:22][CH3:23])=[O:21])=[C:14]1[C:15]([O:17][CH3:18])=[O:16], predict the reactants needed to synthesize it. The reactants are: [Cl:1][C:2]1[CH:7]=[CH:6][CH:5]=[C:4]([Cl:8])[C:3]=1[CH:9]1[C:14]([C:15]([O:17][CH3:18])=[O:16])=[C:13]([CH2:19][C:20]([O:22][CH3:23])=[O:21])[NH:12][C:11]([CH2:24][CH2:25][C:26]2[CH:31]=[CH:30][CH:29]=[CH:28][C:27]=2[OH:32])=[C:10]1[C:33]([O:35][CH3:36])=[O:34].N([C:39]([N:41]1[CH2:46][CH2:45][CH2:44][CH2:43][CH2:42]1)=[O:40])=N[C:39]([N:41]1[CH2:46][CH2:45][CH2:44][CH2:43][CH2:42]1)=[O:40].C(P(CCCC)CCCC)CCC.OCCN1CCCC1=O. (8) Given the product [Br:18][C:19]1[CH:20]=[CH:21][C:22]([N:7]2[C:8]3[CH:9]=[CH:10][C:2]([F:1])=[CH:3][C:4]=3[C:5]3[CH2:15][N:14]4[CH2:13][CH2:12][CH:11]([C:6]2=3)[CH2:17][CH2:16]4)=[N:23][CH:24]=1, predict the reactants needed to synthesize it. The reactants are: [F:1][C:2]1[CH:10]=[CH:9][C:8]2[NH:7][C:6]3[CH:11]4[CH2:17][CH2:16][N:14]([CH2:15][C:5]=3[C:4]=2[CH:3]=1)[CH2:13][CH2:12]4.[Br:18][C:19]1[CH:20]=[CH:21][C:22](I)=[N:23][CH:24]=1.C([O-])(=O)C.[Cs+]. (9) Given the product [Cl:34][CH2:33][CH2:32][O:1][C:2]1[CH:11]=[C:10]2[C:5]([C:6]([O:12][C:13]3[C:14]([C:23]([O:25][CH2:26][CH2:27][CH3:28])=[O:24])=[CH:15][C:16]4[C:21]([CH:22]=3)=[CH:20][CH:19]=[CH:18][CH:17]=4)=[CH:7][CH:8]=[N:9]2)=[CH:4][C:3]=1[O:29][CH3:30], predict the reactants needed to synthesize it. The reactants are: [OH:1][C:2]1[CH:11]=[C:10]2[C:5]([C:6]([O:12][C:13]3[C:14]([C:23]([O:25][CH2:26][CH2:27][CH3:28])=[O:24])=[CH:15][C:16]4[C:21]([CH:22]=3)=[CH:20][CH:19]=[CH:18][CH:17]=4)=[CH:7][CH:8]=[N:9]2)=[CH:4][C:3]=1[O:29][CH3:30].Br[CH2:32][CH2:33][Cl:34].C(=O)([O-])[O-].[K+].[K+].O. (10) Given the product [CH2:15]([O:14][CH:12]([CH3:13])[C:11]([NH:10][N:6]1[C:5]([C:3]([NH2:24])=[O:2])=[CH:9][N:8]=[CH:7]1)=[O:22])[C:16]1[CH:21]=[CH:20][CH:19]=[CH:18][CH:17]=1, predict the reactants needed to synthesize it. The reactants are: C[O:2][C:3]([C:5]1[N:6]([NH:10][C:11](=[O:22])[CH:12]([O:14][CH2:15][C:16]2[CH:21]=[CH:20][CH:19]=[CH:18][CH:17]=2)[CH3:13])[CH:7]=[N:8][CH:9]=1)=O.[OH-].[NH4+:24].